This data is from Full USPTO retrosynthesis dataset with 1.9M reactions from patents (1976-2016). The task is: Predict the reactants needed to synthesize the given product. (1) The reactants are: ClC1C=CC([N:8]([C:12]2[CH:17]=[C:16]([C:18]([F:21])([F:20])[F:19])[CH:15]=[CH:14][N:13]=2)[C:9](=O)[O-:10])=CC=1.[NH2:22][C:23]1[CH:28]=[CH:27][C:26]([C:29]2[CH:30]=[C:31]([CH2:39][N:40]3[CH2:46][CH2:45][CH2:44][O:43][CH2:42][CH2:41]3)[N:32]3[C:37]=2[C:36]([NH2:38])=[N:35][CH:34]=[N:33]3)=[CH:25][C:24]=1[F:47].C(NC(C)C)(C)C.[O:55]1CCOCC1. Given the product [NH2:38][C:36]1[C:37]2=[C:29]([C:26]3[CH:27]=[CH:28][C:23]([NH:22][C:9]([NH:8][C:12]4[CH:17]=[C:16]([C:18]([F:21])([F:20])[F:19])[CH:15]=[CH:14][N+:13]=4[O-:55])=[O:10])=[C:24]([F:47])[CH:25]=3)[CH:30]=[C:31]([CH2:39][N:40]3[CH2:46][CH2:45][CH2:44][O:43][CH2:42][CH2:41]3)[N:32]2[N:33]=[CH:34][N:35]=1, predict the reactants needed to synthesize it. (2) Given the product [CH:1]1([C:4]2[CH:9]=[C:8]([CH:10]=[O:11])[CH:7]=[CH:6][C:5]=2[C:12]2[CH:17]=[CH:16][C:15]([F:18])=[CH:14][C:13]=2[O:19][CH2:21][CH3:22])[CH2:2][CH2:3]1, predict the reactants needed to synthesize it. The reactants are: [CH:1]1([C:4]2[CH:9]=[C:8]([CH:10]=[O:11])[CH:7]=[CH:6][C:5]=2[C:12]2[CH:17]=[CH:16][C:15]([F:18])=[CH:14][C:13]=2[OH:19])[CH2:3][CH2:2]1.I[CH2:21][CH3:22]. (3) Given the product [CH:1]1([C:7]2[C:8]([C:12]3[NH:16][N:15]=[C:14]([NH:17][C:18]4[CH:23]=[CH:22][CH:21]=[CH:20][CH:19]=4)[CH:13]=3)=[CH:9][S:10][CH:11]=2)[CH2:2][CH2:3][CH2:4][CH2:5][CH2:6]1, predict the reactants needed to synthesize it. The reactants are: [C:1]1([C:7]2[C:8]([C:12]3[NH:16][N:15]=[C:14]([NH:17][C:18]4[CH:23]=[CH:22][CH:21]=[CH:20][CH:19]=4)[CH:13]=3)=[CH:9][S:10][CH:11]=2)[CH2:6][CH2:5][CH2:4][CH2:3][CH:2]=1.[H][H].